From a dataset of Full USPTO retrosynthesis dataset with 1.9M reactions from patents (1976-2016). Predict the reactants needed to synthesize the given product. (1) Given the product [CH2:26]([O:25][C:23](=[O:24])[CH:22]([S:14][C:13]1[N:9]([C:3]2[CH:4]=[C:5]([CH3:8])[CH:6]=[CH:7][C:2]=2[CH3:1])[N:10]=[N:11][N:12]=1)[CH3:28])[CH3:27], predict the reactants needed to synthesize it. The reactants are: [CH3:1][C:2]1[CH:7]=[CH:6][C:5]([CH3:8])=[CH:4][C:3]=1[N:9]1[C:13]([SH:14])=[N:12][N:11]=[N:10]1.N1C=CC=CC=1.Br[CH:22]([CH3:28])[C:23]([O:25][CH2:26][CH3:27])=[O:24]. (2) The reactants are: [Si:1]([O:8][C@H:9]1[CH2:14][CH2:13][C@H:12]([N:15]2[CH:19]=[C:18]([C:20]3[CH:25]=[N:24][C:23]([N:26]([C:34]([O:36][C:37]([CH3:40])([CH3:39])[CH3:38])=[O:35])[C:27]([O:29][C:30]([CH3:33])([CH3:32])[CH3:31])=[O:28])=[C:22]4[O:41][CH:42]=[CH:43][C:21]=34)[CH:17]=[N:16]2)[CH2:11][CH2:10]1)([C:4]([CH3:7])([CH3:6])[CH3:5])([CH3:3])[CH3:2].C([N-]C(C)C)(C)C.[Li+].Cl[Sn:53]([CH3:56])([CH3:55])[CH3:54]. Given the product [Si:1]([O:8][C@H:9]1[CH2:14][CH2:13][C@H:12]([N:15]2[CH:19]=[C:18]([C:20]3[CH:25]=[N:24][C:23]([N:26]([C:34]([O:36][C:37]([CH3:40])([CH3:39])[CH3:38])=[O:35])[C:27]([O:29][C:30]([CH3:31])([CH3:32])[CH3:33])=[O:28])=[C:22]4[O:41][C:42]([Sn:53]([CH3:56])([CH3:55])[CH3:54])=[CH:43][C:21]=34)[CH:17]=[N:16]2)[CH2:11][CH2:10]1)([C:4]([CH3:5])([CH3:6])[CH3:7])([CH3:3])[CH3:2], predict the reactants needed to synthesize it. (3) Given the product [O:1]1[C:5]2[CH:6]=[CH:7][CH:8]=[CH:9][C:4]=2[C:3]([C:10]2[CH:11]=[N:12][N:13]3[C:26](=[O:27])[CH:25]=[C:24]([C:19]4[CH:20]=[CH:21][C:22]([Cl:23])=[C:17]([Cl:16])[CH:18]=4)[NH:15][C:14]=23)=[N:2]1, predict the reactants needed to synthesize it. The reactants are: [O:1]1[C:5]2[CH:6]=[CH:7][CH:8]=[CH:9][C:4]=2[C:3]([C:10]2[CH:11]=[N:12][NH:13][C:14]=2[NH2:15])=[N:2]1.[Cl:16][C:17]1[CH:18]=[C:19]([C:24](=O)[CH2:25][C:26](OCC)=[O:27])[CH:20]=[CH:21][C:22]=1[Cl:23].CC1C=CC(S(O)(=O)=O)=CC=1. (4) Given the product [CH2:1]([O:8][C:9]1[C:18]2[C:13](=[CH:14][CH:15]=[C:16]([CH:33]=[O:34])[CH:17]=2)[N:12]=[C:11]([N:20]2[CH2:26][C:25]3[CH:27]=[CH:28][CH:29]=[CH:30][C:24]=3[S:23][CH2:22][CH2:21]2)[N:10]=1)[C:2]1[CH:7]=[CH:6][CH:5]=[CH:4][CH:3]=1, predict the reactants needed to synthesize it. The reactants are: [CH2:1]([O:8][C:9]1[C:18]2[C:13](=[CH:14][CH:15]=[C:16](Br)[CH:17]=2)[N:12]=[C:11]([N:20]2[CH2:26][C:25]3[CH:27]=[CH:28][CH:29]=[CH:30][C:24]=3[S:23][CH2:22][CH2:21]2)[N:10]=1)[C:2]1[CH:7]=[CH:6][CH:5]=[CH:4][CH:3]=1.CN(C)[CH:33]=[O:34]. (5) The reactants are: C([O:8][C:9]1[CH:14]=[CH:13][C:12]([N+:15]([O-])=O)=[CH:11][C:10]=1[NH:18][C:19]1[C:24]([F:25])=[CH:23][N:22]=[C:21]([NH:26][C:27]2[CH:32]=[CH:31][C:30]([O:33][CH2:34][CH2:35][O:36][CH3:37])=[CH:29][CH:28]=2)[N:20]=1)C1C=CC=CC=1. Given the product [NH2:15][C:12]1[CH:13]=[CH:14][C:9]([OH:8])=[C:10]([NH:18][C:19]2[C:24]([F:25])=[CH:23][N:22]=[C:21]([NH:26][C:27]3[CH:32]=[CH:31][C:30]([O:33][CH2:34][CH2:35][O:36][CH3:37])=[CH:29][CH:28]=3)[N:20]=2)[CH:11]=1, predict the reactants needed to synthesize it. (6) Given the product [Cl:1][C:2]1[CH:3]=[C:4]([C:5](=[O:6])[CH2:14][CH2:13][CH:12]=[CH2:11])[CH:8]=[CH:9][CH:10]=1, predict the reactants needed to synthesize it. The reactants are: [Cl:1][C:2]1[CH:3]=[C:4]([CH:8]=[CH:9][CH:10]=1)[C:5](Cl)=[O:6].[CH2:11]([Mg]Br)[CH2:12][CH:13]=[CH2:14]. (7) Given the product [CH:18]([N:17]1[C:11]2[CH:10]=[C:9]([NH:8][C:6]3[CH:5]=[CH:4][N:3]=[C:2]([N:21]4[CH2:26][CH2:25][CH:24]([OH:27])[CH2:23][CH2:22]4)[N:7]=3)[N:14]=[CH:13][C:12]=2[N:15]=[CH:16]1)([CH3:20])[CH3:19], predict the reactants needed to synthesize it. The reactants are: Cl[C:2]1[N:7]=[C:6]([NH:8][C:9]2[N:14]=[CH:13][C:12]3[N:15]=[CH:16][N:17]([CH:18]([CH3:20])[CH3:19])[C:11]=3[CH:10]=2)[CH:5]=[CH:4][N:3]=1.[NH:21]1[CH2:26][CH2:25][CH:24]([OH:27])[CH2:23][CH2:22]1.C(N(CC)CC)C. (8) The reactants are: CO[C:3](=[O:15])[C:4]1[CH:9]=[C:8]([OH:10])[CH:7]=[C:6](OCOC)[CH:5]=1.I[C:17]1[CH:18]=[N:19][CH:20]=[CH:21][CH:22]=1.[O:23]([CH2:31][C@H:32]([OH:34])[CH3:33])[Si](C(C)(C)C)(C)C.[NH2:35][C:36]1[CH:40]=[CH:39][N:38]([CH3:41])[N:37]=1. Given the product [OH:23][CH2:31][CH:32]([CH3:33])[O:34][C:6]1[CH:7]=[C:8]([O:10][C:17]2[CH:18]=[N:19][CH:20]=[CH:21][CH:22]=2)[CH:9]=[C:4]([CH:5]=1)[C:3]([NH:35][C:36]1[CH:40]=[CH:39][N:38]([CH3:41])[N:37]=1)=[O:15], predict the reactants needed to synthesize it. (9) The reactants are: O.C[Si]([Cl:6])(C)C.[CH3:7][N:8]([CH2:10][CH:11]1[CH2:17][CH2:16][CH:15]2[CH:13]([CH2:14]2)[C:12]1([C:19]1[CH:24]=[C:23]([OH:25])[CH:22]=[C:21]([F:26])[CH:20]=1)[OH:18])[CH3:9]. Given the product [ClH:6].[CH3:9][N:8]([CH2:10][CH:11]1[CH2:17][CH2:16][CH:15]2[CH:13]([CH2:14]2)[C:12]1([C:19]1[CH:24]=[C:23]([OH:25])[CH:22]=[C:21]([F:26])[CH:20]=1)[OH:18])[CH3:7], predict the reactants needed to synthesize it. (10) The reactants are: [CH3:1][S:2]([C:5]1[CH:10]=[CH:9][C:8]([N:11]2[C:15]([C:16]3[CH:21]=[CH:20][C:19](Br)=[CH:18][CH:17]=3)=[CH:14][C:13]([C:23]([F:26])([F:25])[F:24])=[N:12]2)=[CH:7][CH:6]=1)(=[O:4])=[O:3].[O:27]1[CH:31]=[CH:30][C:29](B(O)O)=[CH:28]1.S1C=CC(B(O)O)=C1. Given the product [CH3:1][S:2]([C:5]1[CH:10]=[CH:9][C:8]([N:11]2[C:15]([C:16]3[CH:21]=[CH:20][C:19]([C:29]4[CH:30]=[CH:31][O:27][CH:28]=4)=[CH:18][CH:17]=3)=[CH:14][C:13]([C:23]([F:26])([F:25])[F:24])=[N:12]2)=[CH:7][CH:6]=1)(=[O:4])=[O:3], predict the reactants needed to synthesize it.